This data is from Full USPTO retrosynthesis dataset with 1.9M reactions from patents (1976-2016). The task is: Predict the reactants needed to synthesize the given product. Given the product [CH3:26][C:24]1([CH3:27])[C:23]([CH3:28])([CH3:29])[O:22][B:21]([C:18]2[CH:17]=[CH:16][C:15]([CH2:14][S:1][C:5]3[O:12][C:7]4[CH:8]=[CH:9][CH:10]=[CH:11][C:6]=4[CH:4]=3)=[CH:20][CH:19]=2)[O:25]1, predict the reactants needed to synthesize it. The reactants are: [S:1]1[CH:5]=[C:4]([C:6]2[CH:11]=[CH:10][CH:9]=[CH:8][C:7]=2[OH:12])N=N1.Br[CH2:14][C:15]1[CH:20]=[CH:19][C:18]([B:21]2[O:25][C:24]([CH3:27])([CH3:26])[C:23]([CH3:29])([CH3:28])[O:22]2)=[CH:17][CH:16]=1.C(=O)([O-])[O-].[K+].[K+].